This data is from Forward reaction prediction with 1.9M reactions from USPTO patents (1976-2016). The task is: Predict the product of the given reaction. Given the reactants [C:1]([Si:5]([CH3:31])([CH3:30])[O:6][C:7]1[CH:12]=[CH:11][C:10]([NH:13][C:14]2[CH:19]=[C:18]([O:20][C:21]3[CH:26]=[CH:25][C:24]([N+:27]([O-])=O)=[CH:23][CH:22]=3)[N:17]=[CH:16][N:15]=2)=[CH:9][CH:8]=1)([CH3:4])([CH3:3])[CH3:2], predict the reaction product. The product is: [NH2:27][C:24]1[CH:25]=[CH:26][C:21]([O:20][C:18]2[N:17]=[CH:16][N:15]=[C:14]([NH:13][C:10]3[CH:9]=[CH:8][C:7]([O:6][Si:5]([C:1]([CH3:2])([CH3:3])[CH3:4])([CH3:31])[CH3:30])=[CH:12][CH:11]=3)[CH:19]=2)=[CH:22][CH:23]=1.